This data is from CYP2D6 inhibition data for predicting drug metabolism from PubChem BioAssay. The task is: Regression/Classification. Given a drug SMILES string, predict its absorption, distribution, metabolism, or excretion properties. Task type varies by dataset: regression for continuous measurements (e.g., permeability, clearance, half-life) or binary classification for categorical outcomes (e.g., BBB penetration, CYP inhibition). Dataset: cyp2d6_veith. (1) The molecule is COc1cc(NC(=O)C2CCN(S(=O)(=O)c3cccc4nonc34)CC2)cc(OC)c1. The result is 1 (inhibitor). (2) The drug is Clc1ccc2c(c1)C(N1CCNCC1)=Nc1ccccc1O2. The result is 1 (inhibitor).